From a dataset of Reaction yield outcomes from USPTO patents with 853,638 reactions. Predict the reaction yield, written as a fraction of the theoretical maximum amount of product (1.0 means a 100% yield; for example, 0.34 means a 34% yield). (1) The reactants are [Br:1][C:2]1[C:3]([NH2:11])=[C:4](I)[C:5]([O:8][CH3:9])=[N:6][CH:7]=1.C1(C)C=CC=CC=1P(C1C=CC=CC=1C)C1C=CC=CC=1C.C(N(CC)CC)C.[C:41]([O:45][CH2:46][CH3:47])(=[O:44])[CH:42]=[CH2:43]. The catalyst is C([O-])(=O)C.[Pd+2].C([O-])(=O)C.ClCCl.O.CN(C=O)C. The product is [NH2:11][C:3]1[C:2]([Br:1])=[CH:7][N:6]=[C:5]([O:8][CH3:9])[C:4]=1/[CH:43]=[CH:42]/[C:41]([O:45][CH2:46][CH3:47])=[O:44]. The yield is 0.620. (2) The reactants are F[P-](F)(F)(F)(F)F.N1(OC(N(C)C)=[N+](C)C)C2C=CC=CC=2N=N1.Cl.[N:26]1([CH2:32][CH2:33][CH2:34][O:35][C:36]2[CH:41]=[CH:40][C:39]([C:42]3([C:48]([OH:50])=O)[CH2:47][CH2:46][O:45][CH2:44][CH2:43]3)=[CH:38][CH:37]=2)[CH2:31][CH2:30][O:29][CH2:28][CH2:27]1.[NH:51]1[CH2:56][CH2:55][O:54][CH2:53][CH2:52]1.CCN(C(C)C)C(C)C. The catalyst is CN(C)C=O. The product is [N:51]1([C:48]([C:42]2([C:39]3[CH:40]=[CH:41][C:36]([O:35][CH2:34][CH2:33][CH2:32][N:26]4[CH2:27][CH2:28][O:29][CH2:30][CH2:31]4)=[CH:37][CH:38]=3)[CH2:47][CH2:46][O:45][CH2:44][CH2:43]2)=[O:50])[CH2:56][CH2:55][O:54][CH2:53][CH2:52]1. The yield is 1.00.